Task: Predict the reaction yield, written as a fraction of the theoretical maximum amount of product (1.0 means a 100% yield; for example, 0.34 means a 34% yield).. Dataset: Reaction yield outcomes from USPTO patents with 853,638 reactions (1) The reactants are [O:1]([CH2:19][C@H:20]1[C@@H:27]2[C@@H:23]([O:24][C:25](=[O:28])[CH2:26]2)[CH2:22][C@@H:21]1[F:29])[Si:2]([C:15]([CH3:18])([CH3:17])[CH3:16])([C:9]1[CH:14]=[CH:13][CH:12]=[CH:11][CH:10]=1)[C:3]1[CH:8]=[CH:7][CH:6]=[CH:5][CH:4]=1.[H-].C([Al+]CC(C)C)C(C)C.CO.C([O-])(=O)C(C(C([O-])=O)O)O.[K+].[Na+]. The catalyst is C1(C)C=CC=CC=1.C(OCC)(=O)C. The product is [O:1]([CH2:19][C@H:20]1[C@@H:27]2[C@@H:23]([O:24][CH:25]([OH:28])[CH2:26]2)[CH2:22][C@@H:21]1[F:29])[Si:2]([C:15]([CH3:16])([CH3:17])[CH3:18])([C:3]1[CH:4]=[CH:5][CH:6]=[CH:7][CH:8]=1)[C:9]1[CH:14]=[CH:13][CH:12]=[CH:11][CH:10]=1. The yield is 0.840. (2) The reactants are [Br:1][C:2]1[CH:7]=[C:6]([F:8])[CH:5]=[CH:4][C:3]=1[CH:9]1[N:14]=[C:13]([C:15]2[S:16][CH:17]=[CH:18][N:19]=2)[NH:12][C:11]([CH2:20][N:21]2[CH2:26][CH2:25][O:24][CH:23]([CH2:27][CH2:28][C:29](O)=[O:30])[CH2:22]2)=[C:10]1[C:32]([O:34][CH2:35][CH3:36])=[O:33].Cl.[CH3:38][NH2:39]. No catalyst specified. The product is [Br:1][C:2]1[CH:7]=[C:6]([F:8])[CH:5]=[CH:4][C:3]=1[CH:9]1[C:10]([C:32]([O:34][CH2:35][CH3:36])=[O:33])=[C:11]([CH2:20][N:21]2[CH2:26][CH2:25][O:24][CH:23]([CH2:27][CH2:28][C:29]([NH:39][CH3:38])=[O:30])[CH2:22]2)[NH:12][C:13]([C:15]2[S:16][CH:17]=[CH:18][N:19]=2)=[N:14]1. The yield is 0.380.